From a dataset of Reaction yield outcomes from USPTO patents with 853,638 reactions. Predict the reaction yield, written as a fraction of the theoretical maximum amount of product (1.0 means a 100% yield; for example, 0.34 means a 34% yield). (1) The reactants are [Br:1][C:2]1[CH:3]=[N:4][C:5]([OH:8])=[N:6][CH:7]=1.Cl[C:10]([F:15])([F:14])C([O-])=O.[Na+].C(=O)([O-])[O-].[K+].[K+]. The catalyst is CN(C=O)C. The product is [Br:1][C:2]1[CH:3]=[N:4][C:5]([O:8][CH:10]([F:15])[F:14])=[N:6][CH:7]=1. The yield is 0.100. (2) The reactants are [Cl:1][C:2]1[N:7]=[C:6]([C:8]([O:10][CH2:11][CH3:12])=[O:9])[C:5]([N+:13]([O-])=O)=[C:4]([Cl:16])[N:3]=1. The catalyst is C(OCC)(=O)C. The product is [NH2:13][C:5]1[C:6]([C:8]([O:10][CH2:11][CH3:12])=[O:9])=[N:7][C:2]([Cl:1])=[N:3][C:4]=1[Cl:16]. The yield is 0.320. (3) The reactants are [H-].[Na+].[CH3:3][O:4][C:5]1[CH:13]=[C:12]2[C:8]([C:9]([C:15]#[N:16])=[C:10]([CH3:14])[NH:11]2)=[CH:7][CH:6]=1.[CH2:17](I)[CH3:18]. The catalyst is CN(C=O)C. The product is [CH2:17]([N:11]1[C:12]2[C:8](=[CH:7][CH:6]=[C:5]([O:4][CH3:3])[CH:13]=2)[C:9]([C:15]#[N:16])=[C:10]1[CH3:14])[CH3:18]. The yield is 0.920. (4) The reactants are [C:1]([C:5]1[CH:10]=[CH:9][C:8](/[CH:11]=[CH:12]/[C:13]([OH:15])=[O:14])=[CH:7][CH:6]=1)([CH3:4])([CH3:3])[CH3:2].[C:16]1(C)C=CC([C@@H]2C[C@H]2C(O)=O)=CC=1. No catalyst specified. The product is [C:1]([C:5]1[CH:10]=[CH:9][C:8]([C@@H:11]2[CH2:16][C@H:12]2[C:13]([OH:15])=[O:14])=[CH:7][CH:6]=1)([CH3:4])([CH3:2])[CH3:3]. The yield is 0.167.